Dataset: Catalyst prediction with 721,799 reactions and 888 catalyst types from USPTO. Task: Predict which catalyst facilitates the given reaction. (1) Product: [CH3:1][N:2]1[CH:6]=[CH:5][N:4]=[C:3]1[CH:7]1[O:12][C:22](=[O:24])[NH:9][CH2:8]1. The catalyst class is: 29. Reactant: [CH3:1][N:2]1[CH:6]=[CH:5][N:4]=[C:3]1[CH:7]([OH:12])[CH2:8][N+:9]([O-])=O.Cl.C(N(CC)CC)C.Cl[C:22](Cl)([O:24]C(=O)OC(Cl)(Cl)Cl)Cl. (2) Reactant: [C:1]([O:5][C:6]([N:8]1[CH2:13][CH2:12][CH:11]([S:14]C(=O)C)[CH2:10][CH2:9]1)=[O:7])([CH3:4])([CH3:3])[CH3:2].[OH-].[K+].Br[C:21]([CH3:28])([CH3:27])[C:22]([O:24][CH2:25][CH3:26])=[O:23]. Product: [C:1]([O:5][C:6]([N:8]1[CH2:13][CH2:12][CH:11]([S:14][C:21]([C:22]([O:24][CH2:25][CH3:26])=[O:23])([CH3:28])[CH3:27])[CH2:10][CH2:9]1)=[O:7])([CH3:4])([CH3:2])[CH3:3]. The catalyst class is: 8.